From a dataset of Full USPTO retrosynthesis dataset with 1.9M reactions from patents (1976-2016). Predict the reactants needed to synthesize the given product. (1) Given the product [F:1][C:2]1[CH:9]=[C:8]([C:10]2[CH:15]=[C:14]([N:16]3[CH2:20][CH2:19][CH2:18][C@H:17]3[CH3:21])[N:13]=[C:12]([NH:22][CH3:23])[N:11]=2)[CH:7]=[C:6]([S:27][CH3:26])[C:3]=1[C:4]#[N:5], predict the reactants needed to synthesize it. The reactants are: [F:1][C:2]1[CH:9]=[C:8]([C:10]2[CH:15]=[C:14]([N:16]3[CH2:20][CH2:19][CH2:18][C@H:17]3[CH3:21])[N:13]=[C:12]([NH:22][CH3:23])[N:11]=2)[CH:7]=[C:6](F)[C:3]=1[C:4]#[N:5].[Na].[CH3:26][SH:27]. (2) Given the product [C:1]([C:3]1[NH:20][C:6]2[CH:7]([C:14]([O:16][CH:17]([CH3:18])[CH3:19])=[O:15])[CH2:8][N:9]([C:32](=[O:33])[C:31]3[CH:35]=[CH:36][CH:37]=[C:29]([F:28])[CH:30]=3)[CH2:10][C:11]([CH3:13])([CH3:12])[C:5]=2[CH:4]=1)#[N:2], predict the reactants needed to synthesize it. The reactants are: [C:1]([C:3]1[NH:20][C:6]2[CH:7]([C:14]([O:16][CH:17]([CH3:19])[CH3:18])=[O:15])[CH2:8][NH:9][CH2:10][C:11]([CH3:13])([CH3:12])[C:5]=2[CH:4]=1)#[N:2].C(N(CC)CC)C.[F:28][C:29]1[CH:30]=[C:31]([CH:35]=[CH:36][CH:37]=1)[C:32](Cl)=[O:33]. (3) Given the product [O:39]1[C:43]2[CH:44]=[CH:45][CH:46]=[CH:47][C:42]=2[CH:41]=[C:40]1[C:34]1[CH:33]=[C:32]([C:22]2[CH:21]=[C:20]([C:3]3[N:4]=[C:5]([C:14]4[CH:19]=[CH:18][CH:17]=[CH:16][CH:15]=4)[CH:6]=[C:7]([C:8]4[CH:13]=[CH:12][CH:11]=[CH:10][CH:9]=4)[N:2]=3)[CH:25]=[C:24]([C:26]3[CH:31]=[CH:30][CH:29]=[C:28]([C:68]4[O:54][C:51]5[CH:72]=[CH:71][CH:70]=[CH:65][C:64]=5[CH:69]=4)[CH:27]=3)[CH:23]=2)[CH:37]=[CH:36][CH:35]=1, predict the reactants needed to synthesize it. The reactants are: Cl[N:2]1[C:7]([C:8]2[CH:13]=[CH:12][CH:11]=[CH:10][CH:9]=2)=[CH:6][C:5]([C:14]2[CH:19]=[CH:18][CH:17]=[CH:16][CH:15]=2)=[N:4][CH:3]1[C:20]1[CH:21]=[C:22]([C:32]2[CH:37]=[CH:36][CH:35]=[C:34](Cl)[CH:33]=2)[CH:23]=[C:24]([C:26]2[CH:31]=[CH:30][CH:29]=[CH:28][CH:27]=2)[CH:25]=1.[O:39]1[C:43]2[CH:44]=[CH:45][CH:46]=[CH:47][C:42]=2[CH:41]=[C:40]1B(O)O.[C:51](=[O:54])([O-])[O-].[Cs+].[Cs+].C1(P(C2CCCCC2)[C:64]2[CH:69]=[CH:68]C=C[C:65]=2[C:70]2C(C(C)C)=CC(C(C)C)=[CH:72][C:71]=2C(C)C)CCCCC1. (4) Given the product [CH3:16][CH:15]([CH3:17])[CH2:14][CH2:13][O:8][C:5]1[CH:6]=[CH:7][C:2]([NH2:1])=[C:3]([N+:9]([O-:11])=[O:10])[CH:4]=1, predict the reactants needed to synthesize it. The reactants are: [NH2:1][C:2]1[CH:7]=[CH:6][C:5]([OH:8])=[CH:4][C:3]=1[N+:9]([O-:11])=[O:10].Br[CH2:13][CH2:14][CH:15]([CH3:17])[CH3:16].O[Li].O. (5) Given the product [CH3:1][N:2]([CH2:4][C:5]1[C:26]([O:27][CH2:28][CH2:29][CH2:30][NH:31][C:32]2[CH:37]=[CH:36][CH:35]=[CH:34][N:33]=2)=[CH:25][C:8]2[CH2:9][C:10]3[CH:23]=[C:22]([F:24])[CH:21]=[CH:20][C:11]=3[CH:12]([CH2:14][C:15]([OH:17])=[O:16])[CH2:13][C:7]=2[CH:6]=1)[CH3:3], predict the reactants needed to synthesize it. The reactants are: [CH3:1][N:2]([CH2:4][C:5]1[C:26]([O:27][CH2:28][CH2:29][CH2:30][NH:31][C:32]2[CH:37]=[CH:36][CH:35]=[CH:34][N:33]=2)=[CH:25][C:8]2[CH2:9][C:10]3[CH:23]=[C:22]([F:24])[CH:21]=[CH:20][C:11]=3[CH:12]([CH2:14][C:15]([O:17]CC)=[O:16])[CH2:13][C:7]=2[CH:6]=1)[CH3:3].N1C=CC=CC=1NCCCOC1C=CC2C[C@H](CC(OCC)=O)C3C=CC=CC=3CC=2C=1. (6) The reactants are: C([Mg]Cl)(C)C.[Cl:6][C:7]1[CH:12]=[CH:11][C:10]([C:13]2[N:17]([C:18]3[CH:23]=[CH:22][CH:21]=[CH:20][C:19]=3[Cl:24])[N:16]=[C:15]([C:25](OCC)=[O:26])[C:14]=2[CH3:30])=[CH:9][CH:8]=1.Cl.[CH3:32][NH:33][O:34][CH3:35]. Given the product [CH3:35][O:34][N:33]([CH3:32])[C:25]([C:15]1[C:14]([CH3:30])=[C:13]([C:10]2[CH:11]=[CH:12][C:7]([Cl:6])=[CH:8][CH:9]=2)[N:17]([C:18]2[CH:23]=[CH:22][CH:21]=[CH:20][C:19]=2[Cl:24])[N:16]=1)=[O:26], predict the reactants needed to synthesize it. (7) Given the product [OH:12][C:8]1[CH:7]=[C:6]2[C:11]([CH2:2][C:3](=[O:4])[NH:5]2)=[CH:10][CH:9]=1, predict the reactants needed to synthesize it. The reactants are: Cl[CH2:2][C:3]([NH:5][C:6]1[CH:11]=[CH:10][CH:9]=[C:8]([O:12]C)[CH:7]=1)=[O:4].[Al+3].[Cl-].[Cl-].[Cl-].